From a dataset of Reaction yield outcomes from USPTO patents with 853,638 reactions. Predict the reaction yield, written as a fraction of the theoretical maximum amount of product (1.0 means a 100% yield; for example, 0.34 means a 34% yield). (1) The reactants are CS(O[CH2:6][CH2:7][N:8]1[CH:12]=[C:11]([C:13]2[CH:18]=[C:17]([C:19]([O:21]C)=[O:20])[CH:16]=[CH:15][N:14]=2)[N:10]=[CH:9]1)(=O)=O.[CH3:23][C:24]1[CH:32]=[CH:31][C:27]([CH2:28][NH:29][CH3:30])=[CH:26][CH:25]=1. No catalyst specified. The product is [CH3:30][N:29]([CH2:28][C:27]1[CH:31]=[CH:32][C:24]([CH3:23])=[CH:25][CH:26]=1)[CH2:6][CH2:7][N:8]1[CH:12]=[C:11]([C:13]2[CH:18]=[C:17]([C:19]([OH:21])=[O:20])[CH:16]=[CH:15][N:14]=2)[N:10]=[CH:9]1. The yield is 0.710. (2) The reactants are [NH2:1][C:2]1[N:10]=[C:9]2[C:5]([NH:6][C:7](=[O:17])[N:8]2[CH:11]2[CH2:16][CH2:15][O:14][CH2:13][CH2:12]2)=[C:4]([C:18]2[CH:23]=[CH:22][N:21]=[CH:20][CH:19]=2)[N:3]=1.C(=O)([O-])[O-].[Cs+].[Cs+].C1C=CC(P(C2C(C3C(P(C4C=CC=CC=4)C4C=CC=CC=4)=CC=C4C=3C=CC=C4)=C3C(C=CC=C3)=CC=2)C2C=CC=CC=2)=CC=1.Br[C:77]1[CH:82]=[C:81]([Cl:83])[CH:80]=[CH:79][C:78]=1[N+:84]([O-:86])=[O:85]. The catalyst is C1(C)C=CC=CC=1.CC([O-])=O.CC([O-])=O.[Pd+2].CS(C)=O. The product is [Cl:83][C:81]1[CH:80]=[CH:79][C:78]([N+:84]([O-:86])=[O:85])=[C:77]([NH:1][C:2]2[N:10]=[C:9]3[C:5]([NH:6][C:7](=[O:17])[N:8]3[CH:11]3[CH2:12][CH2:13][O:14][CH2:15][CH2:16]3)=[C:4]([C:18]3[CH:23]=[CH:22][N:21]=[CH:20][CH:19]=3)[N:3]=2)[CH:82]=1. The yield is 0.110. (3) The reactants are [CH:1](=[O:10])[CH:2]=[CH:3][C:4]1[CH:9]=[CH:8][CH:7]=[CH:6][CH:5]=1.C([Si]([O:18][C:19]1[CH:24]=[CH:23][CH:22]=[CH:21][C:20]=1[CH:25](Cl)[CH2:26][CH2:27][C:28]1[CH:33]=[CH:32][C:31]([F:34])=[CH:30][CH:29]=1)(C)C)(C)(C)C. No catalyst specified. The product is [F:34][C:31]1[CH:30]=[CH:29][C:28]([CH2:27][CH2:26][C@@H:25]2[C@@H:3]([C:4]3[CH:9]=[CH:8][CH:7]=[CH:6][CH:5]=3)[CH2:2][C:1](=[O:10])[O:18][C:19]3[CH:24]=[CH:23][CH:22]=[CH:21][C:20]2=3)=[CH:33][CH:32]=1. The yield is 0.850. (4) The reactants are Br[C:2]1[CH:7]=[CH:6][C:5]([CH3:8])=[CH:4][C:3]=1[C:9]([O:14]COCC)([CH2:12][F:13])[CH2:10][F:11].[Li]CCCC.[B:24](OC)(OC)[O:25]C.CC(=O)OCC. The catalyst is C1COCC1. The product is [F:11][CH2:10][C:9]1([CH2:12][F:13])[O:14][B:24]([OH:25])[C:2]2[CH:7]=[CH:6][C:5]([CH3:8])=[CH:4][C:3]1=2. The yield is 0.320. (5) The reactants are [F:1][C:2]1[CH:17]=[C:16]([N+:18]([O-])=O)[C:15]([F:21])=[CH:14][C:3]=1[C:4]([NH:6][CH:7]1[CH2:12][CH2:11][N:10]([CH3:13])[CH2:9][CH2:8]1)=[O:5]. The catalyst is [Pd].CO. The product is [NH2:18][C:16]1[C:15]([F:21])=[CH:14][C:3]([C:4]([NH:6][CH:7]2[CH2:12][CH2:11][N:10]([CH3:13])[CH2:9][CH2:8]2)=[O:5])=[C:2]([F:1])[CH:17]=1. The yield is 0.970. (6) The catalyst is C1(C)C=CC=CC=1. The yield is 0.410. The product is [Cl:1][C:2]([F:10])([F:11])[C:3]1[CH:4]=[CH:5][C:15]([C:16]#[N:17])=[CH:14][N:13]=1. The reactants are [Cl:1][C:2]([F:11])([F:10])[C:3](=O)/[CH:4]=[CH:5]/OCC.C[N:13](C)[CH:14]=[CH:15][C:16]#[N:17].C([O-])(=O)C.[NH4+].O. (7) The reactants are Br[C:2]1[C:10]2[C:5](=[N:6][CH:7]=[CH:8][C:9]=2[NH:11][C:12]2[CH:13]=[C:14]([CH:20]=[CH:21][CH:22]=2)[C:15]([O:17][CH2:18][CH3:19])=[O:16])[N:4]([CH2:23][C:24]2[CH:29]=[CH:28][C:27]([O:30][CH3:31])=[CH:26][CH:25]=2)[N:3]=1.[NH2:32][C@@H:33]1[CH2:38][CH2:37][CH2:36][N:35]([C:39]([O:41][C:42]([CH3:45])([CH3:44])[CH3:43])=[O:40])[CH2:34]1.N1CCC[C@H]1C(O)=O.C(=O)([O-])[O-].[K+].[K+]. The catalyst is CS(C)=O.O.[Cu](I)I. The product is [CH2:18]([O:17][C:15]([C:14]1[CH:13]=[C:12]([NH:11][C:9]2[CH:8]=[CH:7][N:6]=[C:5]3[N:4]([CH2:23][C:24]4[CH:29]=[CH:28][C:27]([O:30][CH3:31])=[CH:26][CH:25]=4)[N:3]=[C:2]([NH:32][C@@H:33]4[CH2:38][CH2:37][CH2:36][N:35]([C:39]([O:41][C:42]([CH3:45])([CH3:44])[CH3:43])=[O:40])[CH2:34]4)[C:10]=23)[CH:22]=[CH:21][CH:20]=1)=[O:16])[CH3:19]. The yield is 0.360.